Dataset: Full USPTO retrosynthesis dataset with 1.9M reactions from patents (1976-2016). Task: Predict the reactants needed to synthesize the given product. Given the product [C:1]1([C@@H:7]([CH2:11][CH3:12])[C:8]([Cl:16])=[O:9])[CH:6]=[CH:5][CH:4]=[CH:3][CH:2]=1, predict the reactants needed to synthesize it. The reactants are: [C:1]1([C@@H:7]([CH2:11][CH3:12])[C:8](O)=[O:9])[CH:6]=[CH:5][CH:4]=[CH:3][CH:2]=1.C(Cl)(=O)C([Cl:16])=O.CN(C=O)C.